From a dataset of Orexin1 receptor HTS with 218,158 compounds and 233 confirmed actives. Binary Classification. Given a drug SMILES string, predict its activity (active/inactive) in a high-throughput screening assay against a specified biological target. (1) The drug is O1C(CC(NC)(CC1)c1n(nnn1)c1c(cccc1C)C)(C)C. The result is 0 (inactive). (2) The result is 0 (inactive). The molecule is O=C1N(CN2N=C(CC2c2ccc(OC)cc2)c2ccc(OC)cc2)c2c(C1=O)cccc2. (3) The drug is O(Cc1ccc(cc1)C(OC)=O)c1c(cccc1)/C=N\NC(=O)c1cccnc1. The result is 0 (inactive). (4) The molecule is Fc1ccc(c2nc3n(ncc3c3ccc(F)cc3)cc2CCN2CCOCC2)cc1. The result is 0 (inactive). (5) The molecule is O=c1n(c2c(n1C)ccc(c2)C(=O)c1c(cccc1)C)C. The result is 0 (inactive). (6) The result is 0 (inactive). The compound is S(=O)(=O)(NNC(=O)c1c([N+]([O-])=O)cccc1)c1c([N+]([O-])=O)cccc1. (7) The molecule is Clc1ccc(OCc2sc3n(n2)c(nn3)c2ccncc2)cc1. The result is 0 (inactive).